From a dataset of Peptide-MHC class I binding affinity with 185,985 pairs from IEDB/IMGT. Regression. Given a peptide amino acid sequence and an MHC pseudo amino acid sequence, predict their binding affinity value. This is MHC class I binding data. (1) The peptide sequence is VSTGSQLAK. The MHC is HLA-A11:01 with pseudo-sequence HLA-A11:01. The binding affinity (normalized) is 0.463. (2) The peptide sequence is YQTLAFPPI. The MHC is H-2-Kb with pseudo-sequence H-2-Kb. The binding affinity (normalized) is 0.446.